From a dataset of Forward reaction prediction with 1.9M reactions from USPTO patents (1976-2016). Predict the product of the given reaction. (1) Given the reactants [CH:1]([C:4]1[CH:11]=[CH:10][C:7]([CH2:8]Br)=[CH:6][CH:5]=1)([CH3:3])[CH3:2].Cl.[O:13]=[C:14]1[C:19]([C:20]([O:22][CH3:23])=[O:21])=[CH:18][CH:17]=[CH:16][NH:15]1.[H-].[Na+], predict the reaction product. The product is: [CH:1]([C:4]1[CH:11]=[CH:10][C:7]([CH2:8][N:15]2[CH:16]=[CH:17][CH:18]=[C:19]([C:20]([O:22][CH3:23])=[O:21])[C:14]2=[O:13])=[CH:6][CH:5]=1)([CH3:3])[CH3:2]. (2) Given the reactants [Cl:1][C:2]1[N:7]=[C:6]([C:8]#[C:9][C:10]2[CH:15]=[CH:14][C:13]([F:16])=[CH:12][C:11]=2[CH2:17][C:18]#[N:19])[CH:5]=[CH:4][N:3]=1.CO, predict the reaction product. The product is: [Cl:1][C:2]1[N:7]=[C:6]([CH2:8][CH2:9][C:10]2[CH:15]=[CH:14][C:13]([F:16])=[CH:12][C:11]=2[CH2:17][C:18]#[N:19])[CH:5]=[CH:4][N:3]=1. (3) Given the reactants [O:1]1[C:5]2[CH:6]=[CH:7][CH:8]=[CH:9][C:4]=2[N:3]=[C:2]1[CH:10]([C@@H:12]([NH:16][C:17](=[O:37])[C@@H:18]([NH:28][C:29]1[S:30][C:31]([N+:34]([O-:36])=[O:35])=[CH:32][N:33]=1)[CH2:19]SCC1C=CC=CC=1)[CH2:13][CH2:14][CH3:15])[OH:11].O[O:39][S:40]([O-:42])=O.[K+].CC(OI1(OC(C)=O)(OC(C)=O)O[C:55](=O)[C:54]2[CH:53]=[CH:52][CH:51]=[CH:50][C:49]1=2)=O.[O-]S([O-])(=S)=O.[Na+].[Na+], predict the reaction product. The product is: [O:1]1[C:5]2[CH:6]=[CH:7][CH:8]=[CH:9][C:4]=2[N:3]=[C:2]1[C:10]([C@@H:12]([NH:16][C:17](=[O:37])[C@@H:18]([NH:28][C:29]1[S:30][C:31]([N+:34]([O-:36])=[O:35])=[CH:32][N:33]=1)[CH2:19][S:40]([CH2:55][C:54]1[CH:53]=[CH:52][CH:51]=[CH:50][CH:49]=1)(=[O:42])=[O:39])[CH2:13][CH2:14][CH3:15])=[O:11]. (4) Given the reactants [Br:1][C:2]1[CH:7]=[CH:6][C:5]([C@@H:8]2[CH2:10][C@H:9]2[N+:11]([O-])=O)=[CH:4][CH:3]=1.Cl, predict the reaction product. The product is: [Br:1][C:2]1[CH:3]=[CH:4][C:5]([C@@H:8]2[CH2:10][C@H:9]2[NH2:11])=[CH:6][CH:7]=1. (5) Given the reactants FC(F)(F)C1C=C(C=CC=1)[NH2:6].[C:12]([NH:19][C:20]([NH:22][C:23]([O:25][C:26]([CH3:29])([CH3:28])[CH3:27])=[O:24])=S)([O:14][C:15]([CH3:18])([CH3:17])[CH3:16])=[O:13].CCN(CC)CC, predict the reaction product. The product is: [C:12]([NH:19][C:20](=[NH:6])[NH:22][C:23]([O:25][C:26]([CH3:29])([CH3:28])[CH3:27])=[O:24])([O:14][C:15]([CH3:18])([CH3:17])[CH3:16])=[O:13].